This data is from Full USPTO retrosynthesis dataset with 1.9M reactions from patents (1976-2016). The task is: Predict the reactants needed to synthesize the given product. (1) The reactants are: [C:1]([C:5]1[CH:23]=[C:22]([S:24](/[CH:27]=[CH:28]/[C:29]#[N:30])(=[O:26])=[O:25])[CH:21]=[CH:20][C:6]=1[O:7][CH2:8][C:9]([NH:11][C:12]1[CH:17]=[C:16]([CH3:18])[CH:15]=[CH:14][C:13]=1O)=[O:10])([CH3:4])([CH3:3])[CH3:2].CS(O)(=O)=O.C(OCC)(=O)C.C([O-])(O)=O.[Na+]. Given the product [C:1]([C:5]1[CH:23]=[C:22]([S:24](/[CH:27]=[CH:28]/[C:29]#[N:30])(=[O:26])=[O:25])[CH:21]=[CH:20][C:6]=1[O:7][CH2:8][C:9]1[O:10][C:13]2[CH:14]=[CH:15][C:16]([CH3:18])=[CH:17][C:12]=2[N:11]=1)([CH3:2])([CH3:4])[CH3:3], predict the reactants needed to synthesize it. (2) Given the product [S:1]1[C:5]2[CH:6]=[CH:7][CH:8]=[CH:9][C:4]=2[N:3]=[C:2]1[C:10]([C:12]1[CH:17]=[CH:16][CH:15]=[C:14]([O:18][CH2:19][CH2:20][CH3:21])[CH:13]=1)=[O:11], predict the reactants needed to synthesize it. The reactants are: [S:1]1[C:5]2[CH:6]=[CH:7][CH:8]=[CH:9][C:4]=2[N:3]=[C:2]1[CH:10]([C:12]1[CH:17]=[CH:16][CH:15]=[C:14]([O:18][CH2:19][CH2:20][CH3:21])[CH:13]=1)[OH:11].[Mn]([O-])(=O)(=O)=O.[Ba+2].[Mn]([O-])(=O)(=O)=O. (3) The reactants are: [N:1]1[CH:6]=[CH:5][CH:4]=[CH:3][C:2]=1[C:7]([OH:9])=[O:8].[Br-].[Na+].S(Cl)([Cl:14])=O. Given the product [Cl:14][C:4]1[CH:5]=[CH:6][N:1]=[C:2]([C:7]([OH:9])=[O:8])[CH:3]=1, predict the reactants needed to synthesize it. (4) Given the product [Cl:1][C:2]1[CH:3]=[CH:4][C:5](/[CH:8]=[CH:9]/[C:10]2[CH:11]=[C:12]([CH:16]=[CH:17][C:18]=2[O:19][CH3:20])[C:13]([NH:24][CH:21]2[CH2:23][CH2:22]2)=[O:15])=[CH:6][CH:7]=1, predict the reactants needed to synthesize it. The reactants are: [Cl:1][C:2]1[CH:7]=[CH:6][C:5](/[CH:8]=[CH:9]/[C:10]2[CH:11]=[C:12]([CH:16]=[CH:17][C:18]=2[O:19][CH3:20])[C:13]([OH:15])=O)=[CH:4][CH:3]=1.[CH:21]1([NH2:24])[CH2:23][CH2:22]1.